Dataset: Full USPTO retrosynthesis dataset with 1.9M reactions from patents (1976-2016). Task: Predict the reactants needed to synthesize the given product. (1) Given the product [F:34][C:33]1[C:28]([C:24]2([CH2:23][NH:15][C:12]3[N:13]=[N:14][C:9]([CH:7]4[N:6]=[C:5]([OH:35])[CH:4]([C:1]([NH2:2])=[O:3])[S:8]4)=[CH:10][CH:11]=3)[CH2:25][CH2:26][CH2:27]2)=[N:29][CH:30]=[CH:31][CH:32]=1, predict the reactants needed to synthesize it. The reactants are: [C:1]([CH:4]1[S:8][CH:7]([C:9]2[N:14]=[N:13][C:12]([N:15]([CH2:23][C:24]3([C:28]4[C:33]([F:34])=[CH:32][CH:31]=[CH:30][N:29]=4)[CH2:27][CH2:26][CH2:25]3)C(=O)OC(C)(C)C)=[CH:11][CH:10]=2)[N:6]=[C:5]1[O:35]C)(=[O:3])[NH2:2].B(Br)(Br)Br. (2) Given the product [OH:62][CH:63]1[CH2:68][CH2:67][N:66]([C:24]([C:22]2[S:23][C:19]([C:16]3[N:17]=[C:18]4[C:10]([C:8]([C:2]5([CH3:1])[CH2:7][CH2:6][CH2:5][CH2:4][CH2:3]5)=[O:9])=[CH:11][N:12]([CH2:27][O:28][CH2:29][CH2:30][Si:31]([CH3:33])([CH3:34])[CH3:32])[C:13]4=[N:14][CH:15]=3)=[CH:20][CH:21]=2)=[O:25])[CH2:65][CH2:64]1, predict the reactants needed to synthesize it. The reactants are: [CH3:1][C:2]1([C:8]([C:10]2[C:18]3[C:13](=[N:14][CH:15]=[C:16]([C:19]4[S:23][C:22]([C:24](O)=[O:25])=[CH:21][CH:20]=4)[N:17]=3)[N:12]([CH2:27][O:28][CH2:29][CH2:30][Si:31]([CH3:34])([CH3:33])[CH3:32])[CH:11]=2)=[O:9])[CH2:7][CH2:6][CH2:5][CH2:4][CH2:3]1.F[P-](F)(F)(F)(F)F.N1(O[P+](N(C)C)(N(C)C)N(C)C)C2C=CC=CC=2N=N1.[OH:62][CH:63]1[CH2:68][CH2:67][NH:66][CH2:65][CH2:64]1. (3) Given the product [CH3:48][C:16]1[C:21]([C:39]2[CH:38]=[CH:37][C:41]3[C:42](=[CH:43][CH:44]=[CH:45][CH:46]=3)[CH:40]=2)=[CH:20][CH:19]=[CH:18][C:17]=1[C:22]1[CH:23]=[CH:24][CH:25]=[CH:26][CH:27]=1, predict the reactants needed to synthesize it. The reactants are: P([O-])([O-])([O-])=O.[K+].[K+].[K+].C1(P(C2CCCCC2)[C:16]2[CH:21]=[CH:20][CH:19]=[CH:18][C:17]=2[C:22]2[CH:27]=[CH:26][CH:25]=[CH:24][CH:23]=2)CCCCC1.ClC1C(C)=[C:37]([C:41]2[CH:46]=[CH:45][CH:44]=[CH:43][CH:42]=2)[CH:38]=[CH:39][CH:40]=1.[CH2:48](OCC)C. (4) Given the product [CH2:17]([O:16][C:15]([NH:1][C:2]([CH3:7])([CH3:6])[C:3]([OH:5])=[O:4])=[O:24])[C:18]1[CH:23]=[CH:22][CH:21]=[CH:20][CH:19]=1, predict the reactants needed to synthesize it. The reactants are: [NH2:1][C:2]([CH3:7])([CH3:6])[C:3]([OH:5])=[O:4].C(N(CC)CC)C.[C:15](=O)([O:24]N1C(=O)CCC1=O)[O:16][CH2:17][C:18]1[CH:23]=[CH:22][CH:21]=[CH:20][CH:19]=1. (5) Given the product [C:35]([O:34][C:32](=[O:33])[CH2:31][N:24]1[CH2:23][CH2:22][C:21]2[C:26](=[CH:27][CH:28]=[C:19]([C:16]3[N:15]=[C:14]([C:10]4[CH:9]=[CH:8][C:7]5[C:12](=[CH:13][N:5]([CH:2]([CH3:4])[CH3:3])[N:6]=5)[CH:11]=4)[O:18][N:17]=3)[C:20]=2[CH3:29])[CH2:25]1)([CH3:38])([CH3:37])[CH3:36], predict the reactants needed to synthesize it. The reactants are: Cl.[CH:2]([N:5]1[CH:13]=[C:12]2[C:7]([CH:8]=[CH:9][C:10]([C:14]3[O:18][N:17]=[C:16]([C:19]4[C:20]([CH3:29])=[C:21]5[C:26](=[CH:27][CH:28]=4)[CH2:25][NH:24][CH2:23][CH2:22]5)[N:15]=3)=[CH:11]2)=[N:6]1)([CH3:4])[CH3:3].Br[CH2:31][C:32]([O:34][C:35]([CH3:38])([CH3:37])[CH3:36])=[O:33]. (6) The reactants are: [H-].[Na+].[C:3]([C:5]1[CH:11]=[CH:10][C:8]([NH2:9])=[C:7]([N+:12]([O-:14])=[O:13])[CH:6]=1)#[N:4].[C:15](O[C:15]([O:17][C:18]([CH3:21])([CH3:20])[CH3:19])=[O:16])([O:17][C:18]([CH3:21])([CH3:20])[CH3:19])=[O:16]. Given the product [C:18]([O:17][C:15]([NH:9][C:8]1[CH:10]=[CH:11][C:5]([C:3]#[N:4])=[CH:6][C:7]=1[N+:12]([O-:14])=[O:13])=[O:16])([CH3:21])([CH3:20])[CH3:19], predict the reactants needed to synthesize it. (7) The reactants are: [O:1]=[C:2]1[C:8]2[C:9]([C:12]([OH:14])=O)=[CH:10][O:11][C:7]=2[CH2:6][CH2:5][CH2:4][NH:3]1.C(N(CC)CC)C.ClC(OCC)=O.[CH3:28][O:29][C:30]1[C:35]([NH2:36])=[CH:34][CH:33]=[C:32]([N:37]2[CH2:42][CH2:41][N:40]([CH3:43])[CH2:39][CH2:38]2)[N:31]=1. Given the product [CH3:28][O:29][C:30]1[C:35]([NH:36][C:12]([C:9]2[C:8]3[C:2](=[O:1])[NH:3][CH2:4][CH2:5][CH2:6][C:7]=3[O:11][CH:10]=2)=[O:14])=[CH:34][CH:33]=[C:32]([N:37]2[CH2:38][CH2:39][N:40]([CH3:43])[CH2:41][CH2:42]2)[N:31]=1, predict the reactants needed to synthesize it. (8) Given the product [CH2:1]([O:8][C:9]1[CH:10]=[CH:11][C:12]([C@@H:20]([OH:23])[CH2:21][Br:22])=[C:13]2[C:18]=1[NH:17][C:16](=[O:19])[CH:15]=[CH:14]2)[C:2]1[CH:3]=[CH:4][CH:5]=[CH:6][CH:7]=1, predict the reactants needed to synthesize it. The reactants are: [CH2:1]([O:8][C:9]1[CH:10]=[CH:11][C:12]([C:20](=[O:23])[CH2:21][Br:22])=[C:13]2[C:18]=1[NH:17][C:16](=[O:19])[CH:15]=[CH:14]2)[C:2]1[CH:7]=[CH:6][CH:5]=[CH:4][CH:3]=1.O1CCCC1.B.CO.